This data is from NCI-60 drug combinations with 297,098 pairs across 59 cell lines. The task is: Regression. Given two drug SMILES strings and cell line genomic features, predict the synergy score measuring deviation from expected non-interaction effect. (1) Drug 1: CN(C)C1=NC(=NC(=N1)N(C)C)N(C)C. Drug 2: C1=NC2=C(N=C(N=C2N1C3C(C(C(O3)CO)O)F)Cl)N. Cell line: KM12. Synergy scores: CSS=10.2, Synergy_ZIP=-14.0, Synergy_Bliss=-11.3, Synergy_Loewe=-7.33, Synergy_HSA=-6.64. (2) Drug 1: C1CCC(C(C1)N)N.C(=O)(C(=O)[O-])[O-].[Pt+4]. Drug 2: CC(C)CN1C=NC2=C1C3=CC=CC=C3N=C2N. Cell line: OVCAR-8. Synergy scores: CSS=30.2, Synergy_ZIP=-4.05, Synergy_Bliss=2.26, Synergy_Loewe=0.679, Synergy_HSA=0.528. (3) Drug 1: CC12CCC(CC1=CCC3C2CCC4(C3CC=C4C5=CN=CC=C5)C)O. Drug 2: CC1CCCC2(C(O2)CC(NC(=O)CC(C(C(=O)C(C1O)C)(C)C)O)C(=CC3=CSC(=N3)C)C)C. Cell line: OVCAR-4. Synergy scores: CSS=14.0, Synergy_ZIP=-0.794, Synergy_Bliss=3.46, Synergy_Loewe=3.52, Synergy_HSA=3.07. (4) Drug 1: CN1CCC(CC1)COC2=C(C=C3C(=C2)N=CN=C3NC4=C(C=C(C=C4)Br)F)OC. Drug 2: CC12CCC3C(C1CCC2OP(=O)(O)O)CCC4=C3C=CC(=C4)OC(=O)N(CCCl)CCCl.[Na+]. Cell line: NCI-H226. Synergy scores: CSS=2.37, Synergy_ZIP=-3.34, Synergy_Bliss=-7.63, Synergy_Loewe=-14.3, Synergy_HSA=-8.31. (5) Drug 2: CC12CCC3C(C1CCC2OP(=O)(O)O)CCC4=C3C=CC(=C4)OC(=O)N(CCCl)CCCl.[Na+]. Cell line: UACC-257. Synergy scores: CSS=18.9, Synergy_ZIP=-1.21, Synergy_Bliss=3.75, Synergy_Loewe=1.03, Synergy_HSA=1.51. Drug 1: C1=CC(=CC=C1C#N)C(C2=CC=C(C=C2)C#N)N3C=NC=N3. (6) Drug 1: CN1CCC(CC1)COC2=C(C=C3C(=C2)N=CN=C3NC4=C(C=C(C=C4)Br)F)OC. Drug 2: CC(C)CN1C=NC2=C1C3=CC=CC=C3N=C2N. Cell line: DU-145. Synergy scores: CSS=4.58, Synergy_ZIP=-4.36, Synergy_Bliss=-2.84, Synergy_Loewe=-10.5, Synergy_HSA=-4.08. (7) Drug 1: CNC(=O)C1=NC=CC(=C1)OC2=CC=C(C=C2)NC(=O)NC3=CC(=C(C=C3)Cl)C(F)(F)F. Drug 2: COC1=C2C(=CC3=C1OC=C3)C=CC(=O)O2. Cell line: HOP-92. Synergy scores: CSS=1.51, Synergy_ZIP=-0.217, Synergy_Bliss=-0.0400, Synergy_Loewe=-1.33, Synergy_HSA=-0.877. (8) Drug 1: CC1C(C(CC(O1)OC2CC(CC3=C2C(=C4C(=C3O)C(=O)C5=C(C4=O)C(=CC=C5)OC)O)(C(=O)C)O)N)O.Cl. Drug 2: C(CCl)NC(=O)N(CCCl)N=O. Cell line: LOX IMVI. Synergy scores: CSS=18.1, Synergy_ZIP=-11.8, Synergy_Bliss=-4.71, Synergy_Loewe=-3.79, Synergy_HSA=-2.01. (9) Drug 1: CCC(=C(C1=CC=CC=C1)C2=CC=C(C=C2)OCCN(C)C)C3=CC=CC=C3.C(C(=O)O)C(CC(=O)O)(C(=O)O)O. Drug 2: CC1C(C(CC(O1)OC2CC(CC3=C2C(=C4C(=C3O)C(=O)C5=C(C4=O)C(=CC=C5)OC)O)(C(=O)CO)O)N)O.Cl. Cell line: M14. Synergy scores: CSS=32.5, Synergy_ZIP=-0.906, Synergy_Bliss=-0.0817, Synergy_Loewe=-5.12, Synergy_HSA=0.693.